Dataset: Forward reaction prediction with 1.9M reactions from USPTO patents (1976-2016). Task: Predict the product of the given reaction. Given the reactants [Cl:1][C:2]1[C:7]([Cl:8])=[CH:6][CH:5]=[CH:4][C:3]=1[S:9]([NH:12][C:13]1[C:18](Cl)=[N:17][C:16]([Cl:20])=[CH:15][N:14]=1)(=[O:11])=[O:10].[CH3:21][O-:22].[Na+], predict the reaction product. The product is: [Cl:1][C:2]1[C:7]([Cl:8])=[CH:6][CH:5]=[CH:4][C:3]=1[S:9]([NH:12][C:13]1[C:18]([O:22][CH3:21])=[N:17][C:16]([Cl:20])=[CH:15][N:14]=1)(=[O:11])=[O:10].